From a dataset of Peptide-MHC class II binding affinity with 134,281 pairs from IEDB. Regression. Given a peptide amino acid sequence and an MHC pseudo amino acid sequence, predict their binding affinity value. This is MHC class II binding data. (1) The peptide sequence is AFILKGDNLFPKV. The MHC is DRB3_0101 with pseudo-sequence DRB3_0101. The binding affinity (normalized) is 0.577. (2) The peptide sequence is PGESRHTSDHMSIYK. The MHC is HLA-DQA10102-DQB10602 with pseudo-sequence HLA-DQA10102-DQB10602. The binding affinity (normalized) is 0.272. (3) The peptide sequence is LNYMSPHHKKLAQAV. The MHC is DRB5_0101 with pseudo-sequence DRB5_0101. The binding affinity (normalized) is 0.936. (4) The peptide sequence is VLSYVIGLLPQDMVI. The MHC is DRB4_0101 with pseudo-sequence DRB4_0103. The binding affinity (normalized) is 0.704. (5) The peptide sequence is AEGGKATTEEQKLIE. The MHC is HLA-DQA10501-DQB10301 with pseudo-sequence HLA-DQA10501-DQB10301. The binding affinity (normalized) is 0.597. (6) The peptide sequence is KGLSATVTGGQKGRGSFGQH. The MHC is H-2-IAk with pseudo-sequence H-2-IAk. The binding affinity (normalized) is 0. (7) The peptide sequence is FSTGLIIQGLKLMNS. The MHC is DRB1_0802 with pseudo-sequence DRB1_0802. The binding affinity (normalized) is 0.480.